Binary Classification. Given a miRNA mature sequence and a target amino acid sequence, predict their likelihood of interaction. From a dataset of Experimentally validated miRNA-target interactions with 360,000+ pairs, plus equal number of negative samples. (1) The protein sequence of the target gene is MAENLKGCSVCCKSSWNQLQDLCRLAKLSCPALGVSKKNLYDFEVEYLCDYKKIREQEYYLVKWRGYPDSENTWEPRQNLKCIRVLKQFHKDLERELVRRHRRSKPPRHLDPNLANYLVQKAKQRRALQRWEQELNAKRSHLGRITVENEVDLDGPPRSFVYINEYRVGEGITLNQVAVGCECQDCLLAPTGGCCPGASLHKFAYNDQGQVRLKAGQPIYECNSRCCCGYDCPNRVVQKGIRYDLCIFRTNDGRGWGVRTLEKIRKNSFVMEYVGEIITSEEAERRGQIYDRQGATYLFD.... The miRNA is mmu-miR-1941-3p with sequence CAUCUUAGCAGUAUCUCCCAU. Result: 0 (no interaction). (2) The miRNA is hsa-miR-1266-3p with sequence CCCUGUUCUAUGCCCUGAGGGA. The protein sequence of the target gene is MATRRLTDAFLLLRNNSIQTRQLLAEQVSSHTTSSPLHSRSIAAELDELADDRMALVSGISLDPEAAIGVTKRSPPKWVDGVDEIQYDVGRIKQKMKELASLHDKHLNRPTLDDSSEEEHAIEITTQEVTQLFHRCQRAVQALPSRARRACSEQEERLLRNVVASLAQALQELSTSFRHAQSDYLKRMKNREERSQHFFDTPVPLMDDGDDATLYGQGFTDDQLVLVEQNTLMVEEREREIRQIVQSISDLNEIFRDLGAMIVEQGTVLDRIDYNVEQSCVKTEDGLKQLHKAEQYQKKN.... Result: 0 (no interaction).